From a dataset of Full USPTO retrosynthesis dataset with 1.9M reactions from patents (1976-2016). Predict the reactants needed to synthesize the given product. (1) Given the product [C:44]([O:43][C:41]([N:39]1[CH2:40][CH:37]([N:35]2[CH:36]=[C:32]([C:2]3[CH:23]=[CH:22][C:5]4[C:6]5[N:7]=[C:8]([C:14]6[N:15]([CH:19]([CH3:21])[CH3:20])[N:16]=[CH:17][N:18]=6)[S:9][C:10]=5[CH2:11][CH2:12][O:13][C:4]=4[CH:3]=3)[CH:33]=[N:34]2)[CH2:38]1)=[O:42])([CH3:47])([CH3:45])[CH3:46], predict the reactants needed to synthesize it. The reactants are: Br[C:2]1[CH:23]=[CH:22][C:5]2[C:6]3[N:7]=[C:8]([C:14]4[N:15]([CH:19]([CH3:21])[CH3:20])[N:16]=[CH:17][N:18]=4)[S:9][C:10]=3[CH2:11][CH2:12][O:13][C:4]=2[CH:3]=1.CC1(C)C(C)(C)OB([C:32]2[CH:33]=[N:34][N:35]([CH:37]3[CH2:40][N:39]([C:41]([O:43][C:44]([CH3:47])([CH3:46])[CH3:45])=[O:42])[CH2:38]3)[CH:36]=2)O1. (2) Given the product [C:20]1([CH:14]([N:15]2[CH2:19][CH2:18][CH2:17][CH2:16]2)[CH2:13][NH:12][C:10]2[C:9]3[C:4](=[CH:5][CH:6]=[CH:7][CH:8]=3)[N:3]=[C:2]([C:34]3[CH:33]=[CH:32][C:31]([NH:30][S:27]([CH3:26])(=[O:28])=[O:29])=[CH:36][CH:35]=3)[N:11]=2)[CH:25]=[CH:24][CH:23]=[CH:22][CH:21]=1, predict the reactants needed to synthesize it. The reactants are: Cl[C:2]1[N:11]=[C:10]([NH:12][CH2:13][CH:14]([C:20]2[CH:25]=[CH:24][CH:23]=[CH:22][CH:21]=2)[N:15]2[CH2:19][CH2:18][CH2:17][CH2:16]2)[C:9]2[C:4](=[CH:5][CH:6]=[CH:7][CH:8]=2)[N:3]=1.[CH3:26][S:27]([NH:30][C:31]1[CH:36]=[CH:35][C:34](B(O)O)=[CH:33][CH:32]=1)(=[O:29])=[O:28].CN(C)C1C=CC(C2N=C(NCC(C3C=CC=CC=3)C3NC=CC=3)C3C(=CC=CC=3)N=2)=CC=1. (3) Given the product [C:1]([C:3]1[C:8]([OH:9])=[C:7]([OH:10])[CH:6]=[C:5]([C:11]#[N:12])[C:4]=1[S:13][C:14]1[CH:22]=[CH:21][C:17]([C:18]([O:20][CH3:27])=[O:19])=[CH:16][CH:15]=1)#[N:2], predict the reactants needed to synthesize it. The reactants are: [C:1]([C:3]1[C:8]([OH:9])=[C:7]([OH:10])[CH:6]=[C:5]([C:11]#[N:12])[C:4]=1[S:13][C:14]1[CH:22]=[CH:21][C:17]([C:18]([OH:20])=[O:19])=[CH:16][CH:15]=1)#[N:2].S(Cl)(Cl)=O.[CH3:27]O.